This data is from Reaction yield outcomes from USPTO patents with 853,638 reactions. The task is: Predict the reaction yield, written as a fraction of the theoretical maximum amount of product (1.0 means a 100% yield; for example, 0.34 means a 34% yield). (1) The reactants are [C:1]1([CH3:10])[CH:6]=[CH:5][CH:4]=[C:3]([C:7]([OH:9])=[O:8])[CH:2]=1.[Br:11]N1C(=O)CCC1=O. The catalyst is C(Cl)(Cl)Cl. The product is [Br:11][CH2:10][C:1]1[CH:2]=[C:3]([CH:4]=[CH:5][CH:6]=1)[C:7]([OH:9])=[O:8]. The yield is 0.610. (2) The product is [CH2:36]([O:35][CH:33]1[CH:32]([NH:44][C:45]([CH:8]2[CH2:12][CH2:11][CH2:10][N:9]2[C:13](=[O:28])[CH:14]([NH:16][C:17](=[O:27])[C:18]2[CH:23]=[CH:22][C:21]([N:24]([CH3:25])[CH3:26])=[CH:20][CH:19]=2)[CH3:15])=[O:46])[CH2:31][C:30](=[O:29])[O:34]1)[C:37]1[CH:38]=[CH:43][CH:42]=[CH:41][CH:40]=1. The yield is 0.450. The reactants are C(OC([CH:8]1[CH2:12][CH2:11][CH2:10][N:9]1[C:13](=[O:28])[CH:14]([NH:16][C:17](=[O:27])[C:18]1[CH:23]=[CH:22][C:21]([N:24]([CH3:26])[CH3:25])=[CH:20][CH:19]=1)[CH3:15])=O)(C)(C)C.[O:29]=[C:30]1[O:34][CH:33]([O:35][CH2:36][CH2:37][C:38]2[CH:43]=[CH:42][CH:41]=[CH:40]C=2)[CH:32]([NH:44][C:45](C2CCCN2C(=O)C(NC(=O)C2C=CC(N)=C(Cl)C=2)C)=[O:46])[CH2:31]1. No catalyst specified. (3) The reactants are [CH3:1][O:2][C:3](=[O:8])[CH:4](Cl)[CH:5]=O.[NH2:9][C:10]([NH2:12])=[S:11].C. The catalyst is O. The product is [CH3:1][O:2][C:3]([C:4]1[S:11][C:10]([NH2:12])=[N:9][CH:5]=1)=[O:8]. The yield is 0.440. (4) The reactants are [N+]([C:4]1[CH:9]=[CH:8][C:7]([OH:10])=[CH:6][CH:5]=1)([O-])=O.C(=O)([O-])[O-:12].[K+].[K+].C[N:18]([CH3:21])C=O.[CH2:22]([CH:24]([CH2:27][CH2:28][CH2:29][CH3:30])CBr)[CH3:23].[OH2:31]. No catalyst specified. The product is [CH2:29]([C:28]1[C:21]([N+:18]([O-:12])=[O:31])=[CH:23][CH:22]=[CH:24][C:27]=1[O:10][CH2:7][CH2:6][CH2:5][CH2:4][CH2:9][CH3:8])[CH3:30]. The yield is 0.990. (5) The reactants are [C:1](Cl)(=[O:3])[CH3:2].[S:5]1[CH:9]=[CH:8][C:7]2[CH:10]=[CH:11][CH:12]=[C:13]([C:14](O)=[O:15])[C:6]1=2. The catalyst is C(O)C. The product is [CH2:1]([O:3][C:14]([C:13]1[C:6]2[S:5][CH:9]=[CH:8][C:7]=2[CH:10]=[CH:11][CH:12]=1)=[O:15])[CH3:2]. The yield is 0.920.